From a dataset of Forward reaction prediction with 1.9M reactions from USPTO patents (1976-2016). Predict the product of the given reaction. (1) Given the reactants [OH-].[Na+].C[O:4][C:5](=[O:39])[C:6]1[CH:11]=[CH:10][C:9]([NH:12][C:13]([N:15]2[CH2:20][CH2:19][N:18]([C:21]3[CH:26]=[CH:25][C:24]([NH:27][C:28]([NH:30][C:31]4[CH:36]=[CH:35][CH:34]=[CH:33][C:32]=4[F:37])=[O:29])=[CH:23][CH:22]=3)[CH2:17][CH2:16]2)=[O:14])=[C:8]([Cl:38])[CH:7]=1, predict the reaction product. The product is: [Cl:38][C:8]1[CH:7]=[C:6]([CH:11]=[CH:10][C:9]=1[NH:12][C:13]([N:15]1[CH2:16][CH2:17][N:18]([C:21]2[CH:22]=[CH:23][C:24]([NH:27][C:28]([NH:30][C:31]3[CH:36]=[CH:35][CH:34]=[CH:33][C:32]=3[F:37])=[O:29])=[CH:25][CH:26]=2)[CH2:19][CH2:20]1)=[O:14])[C:5]([OH:39])=[O:4]. (2) Given the reactants C[O:2][C:3]([C:5]1[C:6](=[O:23])[N:7]([CH3:22])[C:8]([C:12]2[CH:17]=[CH:16][CH:15]=[C:14]([C:18]([F:21])([F:20])[F:19])[CH:13]=2)=[CH:9][C:10]=1[CH3:11])=[O:4].[OH-].[Li+], predict the reaction product. The product is: [CH3:22][N:7]1[C:8]([C:12]2[CH:17]=[CH:16][CH:15]=[C:14]([C:18]([F:19])([F:20])[F:21])[CH:13]=2)=[CH:9][C:10]([CH3:11])=[C:5]([C:3]([OH:4])=[O:2])[C:6]1=[O:23]. (3) Given the reactants [CH3:1][Li].[C:3]1([C:17]([OH:19])=O)[C:16]2[S:15][C:14]3[C:9](=[CH:10][CH:11]=[CH:12][CH:13]=3)[S:8][C:7]=2[CH:6]=[CH:5][CH:4]=1.N#N.Cl, predict the reaction product. The product is: [C:3]1([C:17](=[O:19])[CH3:1])[C:16]2[S:15][C:14]3[C:9](=[CH:10][CH:11]=[CH:12][CH:13]=3)[S:8][C:7]=2[CH:6]=[CH:5][CH:4]=1. (4) Given the reactants [CH:1]([C:4]1[C:5]([O:16][CH2:17][C:18]([F:21])([F:20])[F:19])=[C:6](B(O)O)[CH:7]=[C:8]([CH:10]([CH3:12])[CH3:11])[CH:9]=1)([CH3:3])[CH3:2].[C:22]([C:25]1[S:29][C:28]2[CH:30]=[CH:31][CH:32]=[C:33](I)[C:27]=2[CH:26]=1)(=[O:24])[CH3:23].C(=O)([O-])[O-].[Na+].[Na+].O, predict the reaction product. The product is: [C:22]([C:25]1[S:29][C:28]2[CH:30]=[CH:31][CH:32]=[C:33]([C:6]3[CH:7]=[C:8]([CH:10]([CH3:12])[CH3:11])[CH:9]=[C:4]([CH:1]([CH3:2])[CH3:3])[C:5]=3[O:16][CH2:17][C:18]([F:19])([F:20])[F:21])[C:27]=2[CH:26]=1)(=[O:24])[CH3:23]. (5) Given the reactants [CH3:1][S:2]([C:5]1[CH:6]=[C:7]([C:11]2[S:15][C:14]([CH2:16][NH:17][S:18]([C:21]3[CH:26]=[CH:25][CH:24]=[CH:23][C:22]=3[C:27]([F:30])([F:29])[F:28])(=[O:20])=[O:19])=[CH:13][CH:12]=2)[CH:8]=[CH:9][CH:10]=1)(=[O:4])=[O:3].[CH2:31]([N:33]([CH2:38][CH3:39])[C:34](=[O:37])[CH2:35]Cl)[CH3:32].C(=O)([O-])[O-].[Cs+].[Cs+], predict the reaction product. The product is: [CH2:31]([N:33]([CH2:38][CH3:39])[C:34](=[O:37])[CH2:35][N:17]([CH2:16][C:14]1[S:15][C:11]([C:7]2[CH:8]=[CH:9][CH:10]=[C:5]([S:2]([CH3:1])(=[O:3])=[O:4])[CH:6]=2)=[CH:12][CH:13]=1)[S:18]([C:21]1[CH:26]=[CH:25][CH:24]=[CH:23][C:22]=1[C:27]([F:30])([F:28])[F:29])(=[O:20])=[O:19])[CH3:32]. (6) The product is: [CH2:1]([O:8][C:9]([N:11]1[C:15]2[CH:16]=[N:17][CH:18]=[C:19]([O:20][CH:36]3[CH2:37][CH2:38][N:33]([C:31]([O:30][C:26]([CH3:29])([CH3:28])[CH3:27])=[O:32])[CH2:34][CH2:35]3)[C:14]=2[C:13]2[CH:21]=[C:22]([Br:25])[CH:23]=[N:24][C:12]1=2)=[O:10])[C:2]1[CH:3]=[CH:4][CH:5]=[CH:6][CH:7]=1. Given the reactants [CH2:1]([O:8][C:9]([N:11]1[C:15]2[CH:16]=[N:17][CH:18]=[C:19]([OH:20])[C:14]=2[C:13]2[CH:21]=[C:22]([Br:25])[CH:23]=[N:24][C:12]1=2)=[O:10])[C:2]1[CH:7]=[CH:6][CH:5]=[CH:4][CH:3]=1.[C:26]([O:30][C:31]([N:33]1[CH2:38][CH2:37][CH:36](O)[CH2:35][CH2:34]1)=[O:32])([CH3:29])([CH3:28])[CH3:27].C1(P(C2C=CC=CC=2)C2C=CC=CC=2)C=CC=CC=1.N(C(OCC)=O)=NC(OCC)=O, predict the reaction product. (7) Given the reactants [CH2:1]([O:8][C:9]1[CH:14]=[CH:13][C:12](Br)=[C:11]([C:16]([F:19])([F:18])[F:17])[CH:10]=1)[C:2]1[CH:7]=[CH:6][CH:5]=[CH:4][CH:3]=1.C([Li])CCC.CN([CH:28]=[O:29])C, predict the reaction product. The product is: [CH2:1]([O:8][C:9]1[CH:14]=[CH:13][C:12]([CH:28]=[O:29])=[C:11]([C:16]([F:19])([F:18])[F:17])[CH:10]=1)[C:2]1[CH:7]=[CH:6][CH:5]=[CH:4][CH:3]=1. (8) Given the reactants [F:1][C:2]1[CH:3]=[C:4]([CH:7]=[C:8]([F:13])[C:9]=1[CH:10]=[N:11]O)[C:5]#[N:6].N, predict the reaction product. The product is: [NH2:11][CH2:10][C:9]1[C:8]([F:13])=[CH:7][C:4]([C:5]#[N:6])=[CH:3][C:2]=1[F:1]. (9) Given the reactants [Cl:1][C:2]1[S:9][C:8]2[C:7]3([CH:13]([C:14]4[CH:19]=[CH:18][CH:17]=[C:16]([Cl:20])[C:15]=4[F:21])[CH:12]([C:22]([O:24]C(C)(C)C)=[O:23])[NH:11][CH:10]3[CH2:29][C:30]([CH3:33])([CH3:32])[CH3:31])[C:6](=[O:34])[NH:5][C:4]=2[CH:3]=1.[F:35][C:36]([F:41])([F:40])[C:37]([OH:39])=[O:38], predict the reaction product. The product is: [F:35][C:36]([F:41])([F:40])[C:37]([OH:39])=[O:38].[Cl:1][C:2]1[S:9][C:8]2[C:7]3([CH:13]([C:14]4[CH:19]=[CH:18][CH:17]=[C:16]([Cl:20])[C:15]=4[F:21])[CH:12]([C:22]([OH:24])=[O:23])[NH:11][CH:10]3[CH2:29][C:30]([CH3:32])([CH3:31])[CH3:33])[C:6](=[O:34])[NH:5][C:4]=2[CH:3]=1.